From a dataset of NCI-60 drug combinations with 297,098 pairs across 59 cell lines. Regression. Given two drug SMILES strings and cell line genomic features, predict the synergy score measuring deviation from expected non-interaction effect. Drug 1: CN1CCC(CC1)COC2=C(C=C3C(=C2)N=CN=C3NC4=C(C=C(C=C4)Br)F)OC. Drug 2: CC1=C2C(C(=O)C3(C(CC4C(C3C(C(C2(C)C)(CC1OC(=O)C(C(C5=CC=CC=C5)NC(=O)OC(C)(C)C)O)O)OC(=O)C6=CC=CC=C6)(CO4)OC(=O)C)OC)C)OC. Cell line: SK-MEL-2. Synergy scores: CSS=55.0, Synergy_ZIP=11.1, Synergy_Bliss=12.5, Synergy_Loewe=-21.7, Synergy_HSA=11.5.